This data is from NCI-60 drug combinations with 297,098 pairs across 59 cell lines. The task is: Regression. Given two drug SMILES strings and cell line genomic features, predict the synergy score measuring deviation from expected non-interaction effect. (1) Drug 1: CS(=O)(=O)CCNCC1=CC=C(O1)C2=CC3=C(C=C2)N=CN=C3NC4=CC(=C(C=C4)OCC5=CC(=CC=C5)F)Cl. Drug 2: CC1CCCC2(C(O2)CC(NC(=O)CC(C(C(=O)C(C1O)C)(C)C)O)C(=CC3=CSC(=N3)C)C)C. Cell line: UO-31. Synergy scores: CSS=24.5, Synergy_ZIP=-3.53, Synergy_Bliss=5.73, Synergy_Loewe=-4.99, Synergy_HSA=4.46. (2) Drug 1: CC12CCC3C(C1CCC2=O)CC(=C)C4=CC(=O)C=CC34C. Drug 2: CCC1=C2CN3C(=CC4=C(C3=O)COC(=O)C4(CC)O)C2=NC5=C1C=C(C=C5)O. Cell line: OVCAR-8. Synergy scores: CSS=74.1, Synergy_ZIP=-0.972, Synergy_Bliss=-2.51, Synergy_Loewe=-7.22, Synergy_HSA=-0.405. (3) Drug 1: CN(C)C1=NC(=NC(=N1)N(C)C)N(C)C. Drug 2: CN1C2=C(C=C(C=C2)N(CCCl)CCCl)N=C1CCCC(=O)O.Cl. Synergy scores: CSS=-4.02, Synergy_ZIP=-1.16, Synergy_Bliss=-4.39, Synergy_Loewe=-8.57, Synergy_HSA=-6.13. Cell line: SNB-19.